From a dataset of Catalyst prediction with 721,799 reactions and 888 catalyst types from USPTO. Predict which catalyst facilitates the given reaction. (1) Reactant: C(O)(=O)COCCOCC(O)=O.C(Cl)(=O)C(Cl)=O.N[C:20]1[C:33]2[C:34]3=[C:35]4[C:30](=[CH:31][CH:32]=2)[CH:29]=[CH:28][CH:27]=[C:26]4[CH:25]=[CH:24][C:23]3=[CH:22][CH:21]=1.C(N(CC)CC)C. Product: [CH:27]1[C:26]2[C:35]3=[C:34]4[C:23](=[CH:24][CH:25]=2)[CH:22]=[CH:21][CH:20]=[C:33]4[CH:32]=[CH:31][C:30]3=[CH:29][CH:28]=1. The catalyst class is: 139. (2) Reactant: [NH2:1][C@@H:2]([C:4]([CH3:7])([CH3:6])[CH3:5])[CH3:3].C(=O)([O-])[O-].[K+].[K+].O.[Cl:15][C:16]1[CH:21]=[CH:20][C:19]([N+:22]([O-:24])=[O:23])=[C:18](F)[CH:17]=1. Product: [Cl:15][C:16]1[CH:17]=[CH:18][C:19]([N+:22]([O-:24])=[O:23])=[C:20]([NH:1][C@H:2]([CH3:3])[C:4]([CH3:7])([CH3:6])[CH3:5])[CH:21]=1. The catalyst class is: 1. (3) Reactant: [N:1]1([C:7]2[N:15]=[C:14]([C:16]3[CH:17]=[C:18]([CH2:22][OH:23])[CH:19]=[CH:20][CH:21]=3)[N:13]=[C:12]3[C:8]=2[N:9]=[CH:10][N:11]3[CH:24]2[CH2:29][CH2:28][NH:27][CH2:26][CH2:25]2)[CH2:6][CH2:5][O:4][CH2:3][CH2:2]1.[BH3-][C:31]#[N:32].[Na+].[CH3:34][OH:35]. Product: [CH3:34][O:35][C:31]1[N:32]=[CH:14][C:16]([CH2:17][N:27]2[CH2:28][CH2:29][CH:24]([N:11]3[CH:10]=[N:9][C:8]4[C:12]3=[N:13][C:14]([C:16]3[CH:17]=[C:18]([CH2:22][OH:23])[CH:19]=[CH:20][CH:21]=3)=[N:15][C:7]=4[N:1]3[CH2:6][CH2:5][O:4][CH2:3][CH2:2]3)[CH2:25][CH2:26]2)=[CH:21][CH:20]=1. The catalyst class is: 530. (4) Reactant: [CH:1]1([C:6]2[N:7]=[C:8]([OH:16])[C:9]3[S:15][CH2:14][CH2:13][CH2:12][C:10]=3[N:11]=2)[CH2:5][CH2:4][CH2:3][CH2:2]1.C(N(CC)CC)C.[F:24][C:25]([F:31])([F:30])[S:26](O)(=[O:28])=[O:27]. Product: [F:24][C:25]([F:31])([F:30])[S:26]([O:16][C:8]1[C:9]2[S:15][CH2:14][CH2:13][CH2:12][C:10]=2[N:11]=[C:6]([CH:1]2[CH2:2][CH2:3][CH2:4][CH2:5]2)[N:7]=1)(=[O:28])=[O:27]. The catalyst class is: 2. (5) The catalyst class is: 656. Reactant: [CH:1]1[C:13]2[NH:12][C:11]3[C:6](=[CH:7][CH:8]=[CH:9][CH:10]=3)[C:5]=2[CH:4]=[C:3]([C:14]([O:16]CC)=O)[N:2]=1.[H-].[Na+].[F:21][C:22]1[CH:29]=[C:28]([F:30])[CH:27]=[CH:26][C:23]=1[CH2:24]Br.[NH2:31][OH:32]. Product: [F:21][C:22]1[CH:29]=[C:28]([F:30])[CH:27]=[CH:26][C:23]=1[CH2:24][N:12]1[C:13]2[CH:1]=[N:2][C:3]([C:14]([NH:31][OH:32])=[O:16])=[CH:4][C:5]=2[C:6]2[C:11]1=[CH:10][CH:9]=[CH:8][CH:7]=2. (6) Reactant: ClC(O[CH:5](Cl)[CH3:6])=O.[CH3:8]O.C([N:12]([CH2:15][CH3:16])[CH2:13][CH3:14])C.[C:17](OC([O-])=O)([O:19][C:20]([CH3:23])([CH3:22])[CH3:21])=[O:18]. Product: [C:20]([O:19][C:17]([N:12]1[CH2:13][CH2:14][C:5](=[CH2:6])[CH2:8][CH:15]1[CH3:16])=[O:18])([CH3:23])([CH3:22])[CH3:21]. The catalyst class is: 68. (7) Reactant: [Br:1][C:2]1[S:6][C:5]([C:7](OC)=[O:8])=[C:4]([NH:11][C:12]([NH2:14])=[O:13])[CH:3]=1.[CH3:15][NH2:16]. Product: [Br:1][C:2]1[S:6][C:5]([C:7]([NH:16][CH3:15])=[O:8])=[C:4]([NH:11][C:12]([NH2:14])=[O:13])[CH:3]=1. The catalyst class is: 14. (8) Reactant: C1(C)C=CC(S([O-])(=O)=[O:8])=CC=1.[C:12]1([N:18]2[C:26]3[CH2:25][CH2:24][CH2:23][C:22](=[CH:27][CH2:28][N+:29]4[CH:34]=[CH:33]C=[CH:31][CH:30]=4)[C:21]=3[CH:20]=[N:19]2)[CH:17]=[CH:16][CH:15]=[CH:14][CH:13]=1.N1CCOCC1. Product: [N:29]1([CH2:28]/[CH:27]=[C:22]2/[C:21]3[CH:20]=[N:19][N:18]([C:12]4[CH:17]=[CH:16][CH:15]=[CH:14][CH:13]=4)[C:26]=3[CH2:25][CH2:24][CH2:23]/2)[CH2:34][CH2:33][O:8][CH2:31][CH2:30]1. The catalyst class is: 115. (9) Reactant: [F:1][C:2]([F:13])([F:12])[C:3]1[CH:8]=[C:7]([C:9]([OH:11])=O)[CH:6]=[CH:5][N:4]=1.[C:14]([O:18][C:19]([N:21]1[CH2:26][CH2:25][O:24][C@H:23]([C:27]2[CH:32]=[CH:31][C:30]([NH2:33])=[CH:29][C:28]=2[F:34])[CH2:22]1)=[O:20])([CH3:17])([CH3:16])[CH3:15].C(N(C(C)C)C(C)C)C. Product: [C:14]([O:18][C:19]([N:21]1[CH2:26][CH2:25][O:24][C@H:23]([C:27]2[CH:32]=[CH:31][C:30]([NH:33][C:9]([C:7]3[CH:6]=[CH:5][N:4]=[C:3]([C:2]([F:1])([F:13])[F:12])[CH:8]=3)=[O:11])=[CH:29][C:28]=2[F:34])[CH2:22]1)=[O:20])([CH3:17])([CH3:15])[CH3:16]. The catalyst class is: 59.